Dataset: Catalyst prediction with 721,799 reactions and 888 catalyst types from USPTO. Task: Predict which catalyst facilitates the given reaction. (1) Reactant: [CH2:1]([N:3]1[C:8](=[O:9])[C:7]2[C:10]([CH3:18])=[C:11]([C:13]3[O:14][CH2:15][CH2:16][N:17]=3)[S:12][C:6]=2[NH:5][C:4]1=[O:19])[CH3:2].ClC1C(=O)C(C#N)=C(C#N)C(=O)C=1Cl. Product: [CH2:1]([N:3]1[C:8](=[O:9])[C:7]2[C:10]([CH3:18])=[C:11]([C:13]3[O:14][CH:15]=[CH:16][N:17]=3)[S:12][C:6]=2[NH:5][C:4]1=[O:19])[CH3:2]. The catalyst class is: 11. (2) Product: [I:1][CH2:4][CH2:5][CH2:6][Si:7]([O:14][CH2:15][CH3:16])([O:11][CH2:12][CH3:13])[O:8][CH2:9][CH3:10]. The catalyst class is: 21. Reactant: [I-:1].[Na+].Cl[CH2:4][CH2:5][CH2:6][Si:7]([O:14][CH2:15][CH3:16])([O:11][CH2:12][CH3:13])[O:8][CH2:9][CH3:10]. (3) Reactant: [Cl:1][C:2]1[C:3]([O:12][C:13]2[CH:18]=[CH:17][C:16]([N+:19]([O-])=O)=[CH:15][C:14]=2[F:22])=[N:4][CH:5]=[C:6]([C:8]([F:11])([F:10])[F:9])[CH:7]=1. Product: [Cl:1][C:2]1[C:3]([O:12][C:13]2[CH:18]=[CH:17][C:16]([NH2:19])=[CH:15][C:14]=2[F:22])=[N:4][CH:5]=[C:6]([C:8]([F:10])([F:9])[F:11])[CH:7]=1. The catalyst class is: 94. (4) Reactant: [F-].C([N+](CCCC)(CCCC)CCCC)CCC.[Si]([O:36][C@@H:37]([CH2:42][CH2:43][S:44]([CH3:47])(=[O:46])=[O:45])[C:38]([O:40][CH3:41])=[O:39])(C(C)(C)C)(C1C=CC=CC=1)C1C=CC=CC=1. Product: [OH:36][C@@H:37]([CH2:42][CH2:43][S:44]([CH3:47])(=[O:46])=[O:45])[C:38]([O:40][CH3:41])=[O:39]. The catalyst class is: 1. (5) Product: [Cl:1][C:2]([F:42])([O:21][C:22]([F:40])([F:41])[C:23]([F:39])([O:28][C:29]([F:38])([F:37])[C:30]([F:36])([F:35])[C:31]([F:34])([F:33])[F:32])[C:24]([F:25])([F:26])[F:27])[C:3]([F:19])([F:20])[O:4][C:5]1[CH:14]=[C:13]([C:15]([OH:17])=[O:16])[CH:12]=[CH:11][C:6]=1[C:7]([OH:9])=[O:8]. Reactant: [Cl:1][C:2]([F:42])([O:21][C:22]([F:41])([F:40])[C:23]([F:39])([O:28][C:29]([F:38])([F:37])[C:30]([F:36])([F:35])[C:31]([F:34])([F:33])[F:32])[C:24]([F:27])([F:26])[F:25])[C:3]([F:20])([F:19])[O:4][C:5]1[CH:14]=[C:13]([C:15]([O:17]C)=[O:16])[CH:12]=[CH:11][C:6]=1[C:7]([O:9]C)=[O:8].[OH-].[K+].Cl. The catalyst class is: 6. (6) Reactant: Cl[CH:2]([C:8](=O)[CH2:9][C:10]1[CH:15]=[CH:14][C:13]([Cl:16])=[CH:12][CH:11]=1)[C:3]([O:5][CH2:6][CH3:7])=[O:4].[N:18]1([C:24](=[Se:26])[NH2:25])[CH2:23][CH2:22][O:21][CH2:20][CH2:19]1. Product: [Cl:16][C:13]1[CH:14]=[CH:15][C:10]([CH2:9][C:8]2[N:25]=[C:24]([N:18]3[CH2:23][CH2:22][O:21][CH2:20][CH2:19]3)[Se:26][C:2]=2[C:3]([O:5][CH2:6][CH3:7])=[O:4])=[CH:11][CH:12]=1. The catalyst class is: 32.